Dataset: Forward reaction prediction with 1.9M reactions from USPTO patents (1976-2016). Task: Predict the product of the given reaction. (1) Given the reactants C(Cl)(=O)C(Cl)=O.CS(C)=O.[CH3:11][O:12][C:13]1[CH:14]=[C:15]([CH:23]=[CH:24][CH:25]=1)[CH2:16][N:17]1[CH2:21][CH2:20][CH:19]([OH:22])[CH2:18]1.C(N(CC)CC)C, predict the reaction product. The product is: [CH3:11][O:12][C:13]1[CH:14]=[C:15]([CH:23]=[CH:24][CH:25]=1)[CH2:16][N:17]1[CH2:21][CH2:20][C:19](=[O:22])[CH2:18]1. (2) Given the reactants [CH3:1][S:2](OCCCCC1C=CC(OCCCN2CCCCCC2)=CC=1)(=[O:4])=[O:3].[N:27]1([CH2:34][CH2:35][CH2:36][O:37][C:38]2[CH:43]=[CH:42][C:41]([CH2:44][CH2:45][OH:46])=[CH:40][CH:39]=2)[CH2:33][CH2:32][CH2:31][CH2:30][CH2:29][CH2:28]1, predict the reaction product. The product is: [CH3:1][S:2]([O:46][CH2:45][CH2:44][C:41]1[CH:40]=[CH:39][C:38]([O:37][CH2:36][CH2:35][CH2:34][N:27]2[CH2:33][CH2:32][CH2:31][CH2:30][CH2:29][CH2:28]2)=[CH:43][CH:42]=1)(=[O:4])=[O:3]. (3) Given the reactants [CH2:1]([N:8]([CH2:19][C:20]1[CH:25]=[CH:24][CH:23]=[CH:22][CH:21]=1)[C:9]1[C:14]([N+:15]([O-:17])=[O:16])=[C:13](Cl)[N:12]=[CH:11][N:10]=1)[C:2]1[CH:7]=[CH:6][CH:5]=[CH:4][CH:3]=1.[NH2:26][CH2:27][C@@H:28]1[CH2:32][CH2:31][CH2:30][N:29]1[C:33]([O:35][C:36]([CH3:39])([CH3:38])[CH3:37])=[O:34], predict the reaction product. The product is: [CH2:1]([N:8]([CH2:19][C:20]1[CH:25]=[CH:24][CH:23]=[CH:22][CH:21]=1)[C:9]1[N:10]=[CH:11][N:12]=[C:13]([NH:26][CH2:27][C@@H:28]2[CH2:32][CH2:31][CH2:30][N:29]2[C:33]([O:35][C:36]([CH3:39])([CH3:38])[CH3:37])=[O:34])[C:14]=1[N+:15]([O-:17])=[O:16])[C:2]1[CH:7]=[CH:6][CH:5]=[CH:4][CH:3]=1. (4) Given the reactants [CH:1]1([O:6][C:7]2[C:15]([O:16][CH3:17])=[CH:14][CH:13]=[CH:12][C:8]=2[CH:9]=[N:10]O)[CH2:5][CH2:4][CH2:3][CH2:2]1.[H][H].[ClH:20], predict the reaction product. The product is: [ClH:20].[CH:1]1([O:6][C:7]2[C:15]([O:16][CH3:17])=[CH:14][CH:13]=[CH:12][C:8]=2[CH2:9][NH2:10])[CH2:2][CH2:3][CH2:4][CH2:5]1.